From a dataset of Catalyst prediction with 721,799 reactions and 888 catalyst types from USPTO. Predict which catalyst facilitates the given reaction. (1) Reactant: [CH3:1][O:2][C:3]([N:5]1[CH2:10][CH:9]=[CH:8][C@H:7]2[O:11][C:12]([NH2:14])=[N:13][C@@H:6]12)=[O:4].C([O-])([O-])=O.[Na+].[Na+]. Product: [CH3:1][O:2][C:3](=[O:4])[NH:5][CH2:10][CH:9]=[CH:8][C:7]1[O:11][C:12]([NH2:14])=[N:13][CH:6]=1. The catalyst class is: 16. (2) Reactant: [C:1]([C:3]1[CH:4]=[C:5]([C:24]2[CH:29]=[CH:28][C:27]([C:30]([O:32]CC)=[O:31])=[C:26]([F:35])[CH:25]=2)[CH:6]=[CH:7][C:8]=1[O:9][CH2:10][CH:11]1[CH2:16][CH2:15][N:14]([CH2:17][C:18]([CH2:22][CH3:23])([F:21])[CH2:19][CH3:20])[CH2:13][CH2:12]1)#[N:2].O[Li].O. Product: [C:1]([C:3]1[CH:4]=[C:5]([C:24]2[CH:29]=[CH:28][C:27]([C:30]([OH:32])=[O:31])=[C:26]([F:35])[CH:25]=2)[CH:6]=[CH:7][C:8]=1[O:9][CH2:10][CH:11]1[CH2:12][CH2:13][N:14]([CH2:17][C:18]([CH2:22][CH3:23])([F:21])[CH2:19][CH3:20])[CH2:15][CH2:16]1)#[N:2]. The catalyst class is: 20. (3) Reactant: C([O:4][CH2:5][CH2:6][O:7][C:8]1[CH:13]=[CH:12][C:11]([CH3:14])=[CH:10][C:9]=1[CH:15]1[C:20]2([C:28]3[C:23](=[CH:24][C:25]([Cl:29])=[CH:26][CH:27]=3)[NH:22][C:21]2=[O:30])[CH:19]([C:31]2[CH:36]=[CH:35][CH:34]=[C:33]([Cl:37])[CH:32]=2)[CH2:18][C:17](=[O:38])[NH:16]1)(=O)C.[OH-].[Na+].Cl. Product: [Cl:29][C:25]1[CH:24]=[C:23]2[NH:22][C:21](=[O:30])[C:20]3([CH:19]([C:31]4[CH:36]=[CH:35][CH:34]=[C:33]([Cl:37])[CH:32]=4)[CH2:18][C:17](=[O:38])[NH:16][CH:15]3[C:9]3[CH:10]=[C:11]([CH3:14])[CH:12]=[CH:13][C:8]=3[O:7][CH2:6][CH2:5][OH:4])[C:28]2=[CH:27][CH:26]=1. The catalyst class is: 83. (4) Reactant: [H-].[H-].[H-].[H-].[Li+].[Al+3].[F:7][C:8]1([F:20])[O:12][C:11]2[CH:13]=[CH:14][C:15]([C:17](O)=[O:18])=[CH:16][C:10]=2[O:9]1.O.[OH-].[Na+]. Product: [F:20][C:8]1([F:7])[O:12][C:11]2[CH:13]=[CH:14][C:15]([CH2:17][OH:18])=[CH:16][C:10]=2[O:9]1. The catalyst class is: 1. (5) The catalyst class is: 17. Reactant: [NH2:1][C:2]1[C:6]2[N:7]=[C:8]([C:10](=[O:21])[NH:11][C:12]([CH3:20])([C:14]3[CH:19]=[CH:18][CH:17]=[CH:16][CH:15]=3)[CH3:13])[S:9][C:5]=2[N:4]([C:22]([O:24][C:25]([CH3:28])([CH3:27])[CH3:26])=[O:23])[N:3]=1.Cl.Cl.[CH3:31][N:32]1[CH2:37][CH2:36][N:35]([C:38]2[CH:46]=[CH:45][C:41]([C:42](Cl)=[O:43])=[CH:40][CH:39]=2)[CH2:34][CH2:33]1.[Cl-].[Na+]. Product: [CH3:13][C:12]([NH:11][C:10]([C:8]1[S:9][C:5]2[N:4]([C:22]([O:24][C:25]([CH3:28])([CH3:27])[CH3:26])=[O:23])[N:3]=[C:2]([NH:1][C:42](=[O:43])[C:41]3[CH:40]=[CH:39][C:38]([N:35]4[CH2:34][CH2:33][N:32]([CH3:31])[CH2:37][CH2:36]4)=[CH:46][CH:45]=3)[C:6]=2[N:7]=1)=[O:21])([C:14]1[CH:19]=[CH:18][CH:17]=[CH:16][CH:15]=1)[CH3:20]. (6) Reactant: [NH:1]1[C:9]2[C:4](=[CH:5][CH:6]=[CH:7][CH:8]=2)[CH:3]=[CH:2]1.[C:10]([O:20][CH3:21])(=[O:19])/[CH:11]=[CH:12]/[C:13]1[CH:18]=[CH:17][CH:16]=[CH:15][CH:14]=1.[H-].[Na+].O. Product: [CH3:21][O:20][C:10](=[O:19])[CH2:11][CH:12]([N:1]1[C:9]2[C:4](=[CH:5][CH:6]=[CH:7][CH:8]=2)[CH:3]=[CH:2]1)[C:13]1[CH:14]=[CH:15][CH:16]=[CH:17][CH:18]=1. The catalyst class is: 3. (7) Reactant: [CH:1]1([C@H:4]([C:12]2[CH:13]=[N:14][C:15]([C:18]([F:21])([F:20])[F:19])=[CH:16][CH:17]=2)[NH:5][S@@](C(C)(C)C)=O)[CH2:3][CH2:2]1.C(O)C.Cl. Product: [CH:1]1([C@H:4]([C:12]2[CH:13]=[N:14][C:15]([C:18]([F:21])([F:19])[F:20])=[CH:16][CH:17]=2)[NH2:5])[CH2:3][CH2:2]1. The catalyst class is: 12. (8) Reactant: [Br:1][C:2]1[N:7]=[C:6]([CH:8]=O)[CH:5]=[CH:4][CH:3]=1.[CH3:10][NH:11][C:12]1[CH:17]=[CH:16][CH:15]=[CH:14][C:13]=1[NH2:18].[S].O. Product: [Br:1][C:2]1[N:7]=[C:6]([C:8]2[N:11]([CH3:10])[C:12]3[CH:17]=[CH:16][CH:15]=[CH:14][C:13]=3[N:18]=2)[CH:5]=[CH:4][CH:3]=1. The catalyst class is: 44. (9) Reactant: [Si:1]([O:8][C@H:9]([CH2:23][O:24][Si:25]([C:28]([CH3:31])([CH3:30])[CH3:29])([CH3:27])[CH3:26])[CH2:10][N:11]1[C:19]2[C:14](=[CH:15][C:16]([CH3:20])=[CH:17][CH:18]=2)[CH:13]=[C:12]1[C:21]#[N:22])([C:4]([CH3:7])([CH3:6])[CH3:5])([CH3:3])[CH3:2].[Br:32]N1C(=O)CCC1=O. Product: [Si:1]([O:8][C@H:9]([CH2:23][O:24][Si:25]([C:28]([CH3:31])([CH3:30])[CH3:29])([CH3:26])[CH3:27])[CH2:10][N:11]1[C:19]2[C:14](=[CH:15][C:16]([CH2:20][Br:32])=[CH:17][CH:18]=2)[CH:13]=[C:12]1[C:21]#[N:22])([C:4]([CH3:5])([CH3:7])[CH3:6])([CH3:3])[CH3:2]. The catalyst class is: 855. (10) Reactant: C([O-])([O-])=O.[Cs+].[Cs+].Cl[C:8]1[CH:17]=[CH:16][C:15]2[C:10](=[CH:11][CH:12]=[CH:13][CH:14]=2)[N:9]=1.[NH:18]1[CH2:21][CH:20]([NH:22][C:23](=[O:29])[O:24][C:25]([CH3:28])([CH3:27])[CH3:26])[CH2:19]1. Product: [N:9]1[C:10]2[C:15](=[CH:14][CH:13]=[CH:12][CH:11]=2)[CH:16]=[CH:17][C:8]=1[N:18]1[CH2:21][CH:20]([NH:22][C:23](=[O:29])[O:24][C:25]([CH3:27])([CH3:26])[CH3:28])[CH2:19]1. The catalyst class is: 18.